Dataset: Full USPTO retrosynthesis dataset with 1.9M reactions from patents (1976-2016). Task: Predict the reactants needed to synthesize the given product. (1) Given the product [Br:1][C:2]1[C:10]2[C:9]([NH:11][C:12]3[CH:13]=[C:14]4[CH:20]=[N:19][NH:18][C:15]4=[CH:16][N:17]=3)=[N:8][CH:7]=[N:6][C:5]=2[NH:4][C:3]=1[C:21]([NH:29][CH2:28][CH2:27][CH2:26][N:25]([CH3:30])[CH3:24])=[O:22], predict the reactants needed to synthesize it. The reactants are: [Br:1][C:2]1[C:10]2[C:9]([NH:11][C:12]3[CH:13]=[C:14]4[CH:20]=[N:19][NH:18][C:15]4=[CH:16][N:17]=3)=[N:8][CH:7]=[N:6][C:5]=2[NH:4][C:3]=1[C:21](O)=[O:22].[CH3:24][N:25]([CH3:30])[CH2:26][CH2:27][CH2:28][NH2:29].C(N(C(C)C)C(C)C)C.F[P-](F)(F)(F)(F)F.N1(O[P+](N2CCCC2)(N2CCCC2)N2CCCC2)C2C=CC=CC=2N=N1. (2) Given the product [Br:12][C:2]1[CH:9]=[CH:8][C:7]([CH:10]=[O:11])=[CH:6][C:3]=1[C:4]#[N:5], predict the reactants needed to synthesize it. The reactants are: F[C:2]1[CH:9]=[CH:8][C:7]([CH:10]=[O:11])=[CH:6][C:3]=1[C:4]#[N:5].[Br-:12].[Li+]. (3) Given the product [CH3:1][C:2]1[CH:7]=[C:6]([C:8]2[CH:26]=[CH:25][C:11]([CH2:12][NH:13][C:14]3[C:23]4[C:18](=[CH:19][C:20]([C:28]5[CH:33]=[CH:32][N:31]=[C:30]([CH3:34])[CH:29]=5)=[N:21][CH:22]=4)[CH:17]=[CH:16][N:15]=3)=[CH:10][CH:9]=2)[CH:5]=[CH:4][N:3]=1, predict the reactants needed to synthesize it. The reactants are: [CH3:1][C:2]1[CH:7]=[C:6]([C:8]2[CH:26]=[CH:25][C:11]([CH2:12][NH:13][C:14]3[C:23]4[C:18](=[CH:19][C:20](Cl)=[N:21][CH:22]=4)[CH:17]=[CH:16][N:15]=3)=[CH:10][CH:9]=2)[CH:5]=[CH:4][N:3]=1.B(O)(O)[C:28]1[CH:33]=[CH:32][N:31]=[C:30]([CH3:34])[CH:29]=1.[O-]P([O-])([O-])=O.[K+].[K+].[K+].COC1C=CC=C(OC)C=1C1C=CC=CC=1P(C1CCCCC1)C1CCCCC1. (4) Given the product [C:14]([O:13][C:12]([N:11]([CH2:19][C@H:20]1[CH2:29][CH2:28][C:27]2[C:22](=[CH:23][CH:24]=[C:25]([C:53]3[CH:62]=[CH:61][C:56]([C:57]([O:59][CH3:60])=[O:58])=[CH:55][CH:54]=3)[CH:26]=2)[O:21]1)[CH2:10][C@H:9]([O:8][Si:1]([C:4]([CH3:6])([CH3:7])[CH3:5])([CH3:3])[CH3:2])[C:39]1[CH:40]=[N:41][C:42]([N:45]2[C:49]([CH3:50])=[CH:48][CH:47]=[C:46]2[CH3:51])=[CH:43][CH:44]=1)=[O:18])([CH3:16])([CH3:15])[CH3:17], predict the reactants needed to synthesize it. The reactants are: [Si:1]([O:8][C@H:9]([C:39]1[CH:40]=[N:41][C:42]([N:45]2[C:49]([CH3:50])=[CH:48][CH:47]=[C:46]2[CH3:51])=[CH:43][CH:44]=1)[CH2:10][N:11]([CH2:19][C@H:20]1[CH2:29][CH2:28][C:27]2[C:22](=[CH:23][CH:24]=[C:25](B3OC(C)(C)C(C)(C)O3)[CH:26]=2)[O:21]1)[C:12](=[O:18])[O:13][C:14]([CH3:17])([CH3:16])[CH3:15])([C:4]([CH3:7])([CH3:6])[CH3:5])([CH3:3])[CH3:2].I[C:53]1[CH:62]=[CH:61][C:56]([C:57]([O:59][CH3:60])=[O:58])=[CH:55][CH:54]=1.C(=O)([O-])[O-].[Na+].[Na+].